This data is from Drug-target binding data from BindingDB using Ki measurements. The task is: Regression. Given a target protein amino acid sequence and a drug SMILES string, predict the binding affinity score between them. We predict pKi (pKi = -log10(Ki in M); higher means stronger inhibition). Dataset: bindingdb_ki. The drug is CCCC[C@H](NC(=O)c1ccccc1)C(=O)N[C@@H](CCCCN)C(=O)N[C@@H](CCCN=C(N)N)C(=O)N[C@H](C=O)Cc1ccc(C#N)cc1. The target protein (P29990) has sequence MNDQRKKAKNTPFNMLKRERNRVSTVQQLTKRFSLGMLQGRGPLKLYMALVAFLRFLTIPPTAGILKRWGTIKKSKAINVLRGFRKEIGRMLNILNRRRRSAGMIIMLIPTVMAFHLTTRNGEPHMIVSRQEKGKSLLFKTEDGVNMCTLMAMDLGELCEDTITYKCPLLRQNEPEDIDCWCNSTSTWVTYGTCTTMGEHRRQKRSVALVPHVGMGLETRTETWMSSEGAWKHVQRIETWILRHPGFTMMAAILAYTIGTTHFQRALIFILLTAVTPSMTMRCIGMSNRDFVEGVSGGSWVDIVLEHGSCVTTMAKNKPTLDFELIKTEAKQPATLRKYCIEAKLTNTTTESRCPTQGEPSLNEEQDKRFVCKHSMVDRGWGNGCGLFGKGGIVTCAMFRCKKNMEGKVVQPENLEYTIVITPHSGEEHAVGNDTGKHGKEIKITPQSSTTEAELTGYGTVTMECSPRTGLDFNEMVLLQMENKAWLVHRQWFLDLPLPW.... The pKi is 4.7.